This data is from Full USPTO retrosynthesis dataset with 1.9M reactions from patents (1976-2016). The task is: Predict the reactants needed to synthesize the given product. (1) Given the product [CH3:1][O:2][C:3]1[CH:4]=[CH:5][C:6]([C:9]2[C:10]([C:11]3[CH:28]=[CH:27][C:14]([O:15][CH2:16][C:17]4[CH:26]=[CH:25][C:24]5[C:19](=[CH:20][CH:21]=[CH:22][CH:23]=5)[N:18]=4)=[CH:13][CH:12]=3)=[N:33][NH:34][N:35]=2)=[CH:7][CH:8]=1, predict the reactants needed to synthesize it. The reactants are: [CH3:1][O:2][C:3]1[CH:8]=[CH:7][C:6]([C:9]#[C:10][C:11]2[CH:28]=[CH:27][C:14]([O:15][CH2:16][C:17]3[CH:26]=[CH:25][C:24]4[C:19](=[CH:20][CH:21]=[CH:22][CH:23]=4)[N:18]=3)=[CH:13][CH:12]=2)=[CH:5][CH:4]=1.C[Si]([N:33]=[N+:34]=[N-:35])(C)C. (2) Given the product [CH3:17][O:18][C:19]1[CH:20]=[C:21]([CH:22]=[CH:23][CH:24]=1)[O:25][C:8]1[NH:9][C:10]2[CH:16]=[CH:15][CH:14]=[CH:13][C:11]=2[N:12]=1, predict the reactants needed to synthesize it. The reactants are: C(=O)([O-])[O-].[Cs+].[Cs+].Cl[C:8]1[NH:9][C:10]2[CH:16]=[CH:15][CH:14]=[CH:13][C:11]=2[N:12]=1.[CH3:17][O:18][C:19]1[CH:20]=[C:21]([OH:25])[CH:22]=[CH:23][CH:24]=1. (3) The reactants are: [F:1][C:2]1[CH:9]=[CH:8][C:5]([C:6]#[N:7])=[C:4]([CH3:10])[CH:3]=1.C1C(=O)N([Br:18])C(=O)C1.CC(N=NC(C#N)(C)C)(C#N)C. Given the product [Br:18][CH2:10][C:4]1[CH:3]=[C:2]([F:1])[CH:9]=[CH:8][C:5]=1[C:6]#[N:7], predict the reactants needed to synthesize it. (4) Given the product [CH3:1][N:2]([C:14]([NH:16][C@H:17]([C:21]([NH:24][C@@H:25]([CH2:47][C:48]1[CH:49]=[CH:50][CH:51]=[CH:52][CH:53]=1)[CH2:26][C@H:27]([OH:46])[C@@H:28]([NH:36][C:37]([O:39][CH2:40][C:41]1[O:45][N:44]=[CH:43][CH:42]=1)=[O:38])[CH2:29][C:30]1[CH:31]=[CH:32][CH:33]=[CH:34][CH:35]=1)=[O:23])[CH:18]([CH3:19])[CH3:20])=[O:15])[CH2:3][C:4]1[N:5]=[C:6]([N:9]2[CH2:10][CH2:11][CH2:12][CH2:13]2)[S:7][CH:8]=1, predict the reactants needed to synthesize it. The reactants are: [CH3:1][N:2]([C:14]([NH:16][C@H:17]([C:21]([OH:23])=O)[CH:18]([CH3:20])[CH3:19])=[O:15])[CH2:3][C:4]1[N:5]=[C:6]([N:9]2[CH2:13][CH2:12][CH2:11][CH2:10]2)[S:7][CH:8]=1.[NH2:24][C@@H:25]([CH2:47][C:48]1[CH:53]=[CH:52][CH:51]=[CH:50][CH:49]=1)[CH2:26][C@H:27]([OH:46])[C@@H:28]([NH:36][C:37]([O:39][CH2:40][C:41]1[O:45][N:44]=[CH:43][CH:42]=1)=[O:38])[CH2:29][C:30]1[CH:35]=[CH:34][CH:33]=[CH:32][CH:31]=1.